Task: Predict the reactants needed to synthesize the given product.. Dataset: Full USPTO retrosynthesis dataset with 1.9M reactions from patents (1976-2016) (1) Given the product [N:1]1[CH:6]=[CH:5][CH:4]=[CH:3][C:2]=1[C:7]1[N:11]=[C:10]([C:12]2[CH:13]=[N:14][CH:15]=[CH:16][CH:17]=2)[N:9]([C:18]2[CH:19]=[CH:20][C:21]([N:24]3[C:25]4=[N:26][CH:27]=[CH:28][CH:29]=[C:30]4[NH:31][C:32]3=[O:35])=[CH:22][CH:23]=2)[N:8]=1, predict the reactants needed to synthesize it. The reactants are: [N:1]1[CH:6]=[CH:5][CH:4]=[CH:3][C:2]=1[C:7]1[N:11]=[C:10]([C:12]2[CH:13]=[N:14][CH:15]=[CH:16][CH:17]=2)[N:9]([C:18]2[CH:23]=[CH:22][C:21]([NH:24][C:25]3[C:30]([NH2:31])=[CH:29][CH:28]=[CH:27][N:26]=3)=[CH:20][CH:19]=2)[N:8]=1.[C:32](O)(=[O:35])CC.COC(OC)(OC)OC. (2) Given the product [NH2:1][C:2]1[S:3]/[C:4](=[CH:11]\[C:10]2[CH:13]=[CH:14][CH:15]=[CH:16][C:9]=2[OH:8])/[C:5](=[O:7])[N:6]=1, predict the reactants needed to synthesize it. The reactants are: [NH2:1][C:2]1[S:3][CH2:4][C:5](=[O:7])[N:6]=1.[OH:8][C:9]1[CH:16]=[CH:15][CH:14]=[CH:13][C:10]=1[CH:11]=O.C([O-])(=O)C.[NH4+]. (3) The reactants are: [N+:1]([C:4]1[CH:24]=[CH:23][C:7]([C:8]([C:10]2[N:14]([CH3:15])[C:13]([CH2:16][C:17]([O:19]CC)=[O:18])=[CH:12][C:11]=2[CH3:22])=[O:9])=[CH:6][CH:5]=1)([O-:3])=[O:2].C(I)CCCCC. Given the product [CH2:16]([C:13]1[N:14]([CH3:15])[C:10]([C:8](=[O:9])[C:7]2[CH:23]=[CH:24][C:4]([N+:1]([O-:3])=[O:2])=[CH:5][CH:6]=2)=[C:11]([CH3:22])[CH:12]=1)[CH3:17].[CH2:13]([CH2:16][C:17]([O-:19])=[O:18])[CH2:12][CH2:11][CH2:10][CH2:8][CH3:7], predict the reactants needed to synthesize it. (4) Given the product [Cl:1][C:2]1[CH:8]=[C:7]([O:9][C:10]2[C:19]3[C:14](=[CH:15][C:16]([O:22][CH3:23])=[C:17]([O:20][CH3:21])[CH:18]=3)[N:13]=[CH:12][N:11]=2)[CH:6]=[CH:5][C:3]=1[NH:4][C:33]([NH:32][C:27]1[CH:28]=[CH:29][CH:30]=[CH:31][C:26]=1[O:25][CH3:24])=[O:34], predict the reactants needed to synthesize it. The reactants are: [Cl:1][C:2]1[CH:8]=[C:7]([O:9][C:10]2[C:19]3[C:14](=[CH:15][C:16]([O:22][CH3:23])=[C:17]([O:20][CH3:21])[CH:18]=3)[N:13]=[CH:12][N:11]=2)[CH:6]=[CH:5][C:3]=1[NH2:4].[CH3:24][O:25][C:26]1[CH:31]=[CH:30][CH:29]=[CH:28][C:27]=1[N:32]=[C:33]=[O:34].CO. (5) Given the product [CH:1]1([C:4]2[CH:8]=[C:7]([NH:9][C:32]([NH:31][C:13]3[CH:14]=[CH:15][C:16]([O:18][C:19]4[CH:24]=[CH:23][N:22]=[C:21]([C:25]5[CH:26]=[N:27][N:28]([CH3:30])[CH:29]=5)[CH:20]=4)=[CH:17][C:12]=3[F:11])=[O:33])[N:6]([CH3:10])[N:5]=2)[CH2:3][CH2:2]1, predict the reactants needed to synthesize it. The reactants are: [CH:1]1([C:4]2[CH:8]=[C:7]([NH2:9])[N:6]([CH3:10])[N:5]=2)[CH2:3][CH2:2]1.[F:11][C:12]1[CH:17]=[C:16]([O:18][C:19]2[CH:24]=[CH:23][N:22]=[C:21]([C:25]3[CH:26]=[N:27][N:28]([CH3:30])[CH:29]=3)[CH:20]=2)[CH:15]=[CH:14][C:13]=1[NH:31][C:32](=O)[O:33]C(C)=C.C1CCN2C(=NCCC2)CC1. (6) Given the product [CH3:22][C:19]1([CH3:23])[CH2:18][O:17][C:16]2[CH:24]=[CH:25][C:13]([C:28]#[C:27][C:29]3[CH:39]=[CH:38][C:32]([C:33]([N:35]([CH3:37])[CH3:36])=[O:34])=[CH:31][CH:30]=3)=[CH:14][C:15]=2[O:21][CH2:20]1, predict the reactants needed to synthesize it. The reactants are: C(OC(=O)C1C=CC=C(C#C[C:13]2[CH:25]=[CH:24][C:16]3[O:17][CH2:18][C:19]([CH3:23])([CH3:22])[CH2:20][O:21][C:15]=3[CH:14]=2)C=1)C.[C:27]([C:29]1[CH:39]=[CH:38][C:32]([C:33]([N:35]([CH3:37])[CH3:36])=[O:34])=[CH:31][CH:30]=1)#[CH:28].IC1C=CC2OCC(C)(C)COC=2C=1. (7) Given the product [F:1][C:2]1[CH:3]=[C:4]([C:10]2[CH2:14][O:13][C:12](=[O:15])[C:11]=2[C:16]2[CH:17]=[CH:18][CH:19]=[CH:20][CH:21]=2)[CH:5]=[CH:6][C:7]=1[S:8]([CH3:9])(=[O:23])=[O:22], predict the reactants needed to synthesize it. The reactants are: [F:1][C:2]1[CH:3]=[C:4]([C:10]2[CH2:14][O:13][C:12](=[O:15])[C:11]=2[C:16]2[CH:21]=[CH:20][CH:19]=[CH:18][CH:17]=2)[CH:5]=[CH:6][C:7]=1[S:8][CH3:9].[OH2:22].[OH2:23].O.O.O.O.[Mg+2].C(O[O-])(=O)C1C(=CC=CC=1)C([O-])=O. (8) Given the product [CH3:1][C:2]1([CH3:21])[C:15]2[C:14]3[CH:13]=[CH:12][CH:11]=[CH:10][C:9]=3[NH:8][C:7]=2[C:6]([C:16]([O:18][CH2:19][CH3:20])=[O:17])=[CH:5][N:4]([C:27](=[O:28])[C:26]2[CH:30]=[CH:31][C:23]([F:22])=[CH:24][CH:25]=2)[CH2:3]1, predict the reactants needed to synthesize it. The reactants are: [CH3:1][C:2]1([CH3:21])[C:15]2[C:14]3[CH:13]=[CH:12][CH:11]=[CH:10][C:9]=3[NH:8][C:7]=2[C:6]([C:16]([O:18][CH2:19][CH3:20])=[O:17])=[CH:5][NH:4][CH2:3]1.[F:22][C:23]1[CH:31]=[CH:30][C:26]([C:27](Cl)=[O:28])=[CH:25][CH:24]=1. (9) Given the product [NH2:31][S:28]([C:24]1[CH:23]=[C:22]([NH:21][C:4]2[C:5]3[CH:10]=[CH:9][N:8]([S:11]([C:14]4[CH:20]=[CH:19][C:17]([CH3:18])=[CH:16][CH:15]=4)(=[O:13])=[O:12])[C:6]=3[N:7]=[C:2]([NH:32][C:33]3[CH:34]=[CH:35][C:36]([N:39]([CH3:43])[C:40](=[O:42])[CH3:41])=[CH:37][CH:38]=3)[N:3]=2)[CH:27]=[CH:26][CH:25]=1)(=[O:30])=[O:29], predict the reactants needed to synthesize it. The reactants are: Cl[C:2]1[N:3]=[C:4]([NH:21][C:22]2[CH:27]=[CH:26][CH:25]=[C:24]([S:28]([NH2:31])(=[O:30])=[O:29])[CH:23]=2)[C:5]2[CH:10]=[CH:9][N:8]([S:11]([C:14]3[CH:20]=[CH:19][C:17]([CH3:18])=[CH:16][CH:15]=3)(=[O:13])=[O:12])[C:6]=2[N:7]=1.[NH2:32][C:33]1[CH:38]=[CH:37][C:36]([N:39]([CH3:43])[C:40](=[O:42])[CH3:41])=[CH:35][CH:34]=1.C[Si](Cl)(C)C. (10) The reactants are: [C:1]([C:5]1[N:6]=[C:7]([NH:10][C:11]([C:13]2[CH:59]=[CH:58][N:16]3[C:17](=[O:57])[C:18](/[CH:41]=[CH:42]/[C:43]4[N:47](CC5C=CC(OC)=CC=5)[N:46]=[N:45][N:44]=4)=[C:19]([N:21]4[CH2:26][CH2:25][CH2:24][C@@H:23]([O:27][C:28]([NH:30][CH2:31][CH2:32][CH2:33][N+:34]([CH2:37][C:38]([OH:40])=[O:39])([CH3:36])[CH3:35])=[O:29])[CH2:22]4)[N:20]=[C:15]3[CH:14]=2)=[O:12])[S:8][CH:9]=1)([CH3:4])([CH3:3])[CH3:2].[F:60][C:61]([F:66])([F:65])[C:62]([OH:64])=[O:63]. Given the product [F:60][C:61]([F:66])([F:65])[C:62]([OH:64])=[O:63].[C:1]([C:5]1[N:6]=[C:7]([NH:10][C:11]([C:13]2[CH:59]=[CH:58][N:16]3[C:17](=[O:57])[C:18](/[CH:41]=[CH:42]/[C:43]4[NH:47][N:46]=[N:45][N:44]=4)=[C:19]([N:21]4[CH2:26][CH2:25][CH2:24][C@@H:23]([O:27][C:28]([NH:30][CH2:31][CH2:32][CH2:33][N+:34]([CH2:37][C:38]([OH:40])=[O:39])([CH3:36])[CH3:35])=[O:29])[CH2:22]4)[N:20]=[C:15]3[CH:14]=2)=[O:12])[S:8][CH:9]=1)([CH3:4])([CH3:2])[CH3:3], predict the reactants needed to synthesize it.